From a dataset of NCI-60 drug combinations with 297,098 pairs across 59 cell lines. Regression. Given two drug SMILES strings and cell line genomic features, predict the synergy score measuring deviation from expected non-interaction effect. (1) Drug 1: CN1C2=C(C=C(C=C2)N(CCCl)CCCl)N=C1CCCC(=O)O.Cl. Drug 2: C#CCC(CC1=CN=C2C(=N1)C(=NC(=N2)N)N)C3=CC=C(C=C3)C(=O)NC(CCC(=O)O)C(=O)O. Cell line: RPMI-8226. Synergy scores: CSS=-3.14, Synergy_ZIP=2.05, Synergy_Bliss=0.656, Synergy_Loewe=-7.27, Synergy_HSA=-3.66. (2) Drug 2: C#CCC(CC1=CN=C2C(=N1)C(=NC(=N2)N)N)C3=CC=C(C=C3)C(=O)NC(CCC(=O)O)C(=O)O. Cell line: HOP-92. Drug 1: CCC1(CC2CC(C3=C(CCN(C2)C1)C4=CC=CC=C4N3)(C5=C(C=C6C(=C5)C78CCN9C7C(C=CC9)(C(C(C8N6C=O)(C(=O)OC)O)OC(=O)C)CC)OC)C(=O)OC)O.OS(=O)(=O)O. Synergy scores: CSS=25.7, Synergy_ZIP=-4.54, Synergy_Bliss=-1.84, Synergy_Loewe=0.813, Synergy_HSA=1.45.